Predict the product of the given reaction. From a dataset of Forward reaction prediction with 1.9M reactions from USPTO patents (1976-2016). (1) Given the reactants [Cl:1][C:2]1[C:7]([NH2:8])=[C:6]([NH:9][N:10]([CH3:12])[CH3:11])[C:5]([CH3:13])=[C:4]([CH3:14])[N:3]=1.[CH:15](OCC)(OCC)OCC.Cl.N1C=CC=CC=1.C1(C)C=CC=CC=1, predict the reaction product. The product is: [Cl:1][C:2]1[C:7]2[N:8]=[CH:15][N:9]([N:10]([CH3:12])[CH3:11])[C:6]=2[C:5]([CH3:13])=[C:4]([CH3:14])[N:3]=1. (2) Given the reactants [N:1]([CH2:4][C@@H:5]1[CH2:10][C@H:9]([O:11][CH3:12])[CH2:8][CH2:7][C@@H:6]1[NH:13][C:14](=[O:23])[O:15][CH2:16][C:17]1[CH:22]=[CH:21][CH:20]=[CH:19][CH:18]=1)=[N+]=[N-].O.C1(P(C2C=CC=CC=2)C2C=CC=CC=2)C=CC=CC=1.C([O-])([O-])=O.[Na+].[Na+].[C:50]([O:54][C:55](O[C:55]([O:54][C:50]([CH3:53])([CH3:52])[CH3:51])=[O:56])=[O:56])([CH3:53])([CH3:52])[CH3:51], predict the reaction product. The product is: [CH2:16]([O:15][C:14]([NH:13][C@H:6]1[CH2:7][CH2:8][C@@H:9]([O:11][CH3:12])[CH2:10][C@H:5]1[CH2:4][NH:1][C:55](=[O:56])[O:54][C:50]([CH3:53])([CH3:52])[CH3:51])=[O:23])[C:17]1[CH:22]=[CH:21][CH:20]=[CH:19][CH:18]=1. (3) Given the reactants [CH2:1]([N:8]1[CH2:13][CH2:12][N:11]([C:14]2[CH:19]=[CH:18][C:17]([OH:20])=[CH:16][CH:15]=2)[CH2:10][CH2:9]1)[C:2]1[CH:7]=[CH:6][CH:5]=[CH:4][CH:3]=1.[C:21](=[O:24])([O-])[O-].[Cs+].[Cs+], predict the reaction product. The product is: [CH2:1]([N:8]1[CH2:9][CH2:10][N:11]([C:14]2[CH:15]=[CH:16][C:17]([O:20][C:2]3[CH:7]=[CH:6][C:5]([O:24][CH3:21])=[CH:4][CH:3]=3)=[CH:18][CH:19]=2)[CH2:12][CH2:13]1)[C:2]1[CH:3]=[CH:4][CH:5]=[CH:6][CH:7]=1. (4) Given the reactants Cl[CH2:2][CH2:3][CH2:4][CH2:5][CH2:6][N:7]1[C:15]2[C:10](=[CH:11][CH:12]=[CH:13][CH:14]=2)[C:9]2[CH2:16][CH2:17][O:18][C:19]3[CH:24]=[CH:23][CH:22]=[CH:21][C:20]=3[C:8]1=2.[NH:25]1[CH2:30][CH2:29][CH2:28][CH2:27][CH2:26]1, predict the reaction product. The product is: [N:25]1([CH2:2][CH2:3][CH2:4][CH2:5][CH2:6][N:7]2[C:15]3[C:10](=[CH:11][CH:12]=[CH:13][CH:14]=3)[C:9]3[CH2:16][CH2:17][O:18][C:19]4[CH:24]=[CH:23][CH:22]=[CH:21][C:20]=4[C:8]2=3)[CH2:30][CH2:29][CH2:28][CH2:27][CH2:26]1. (5) Given the reactants S(Cl)([Cl:3])=O.[Si:5]([O:12][C:13]1[CH:14]=[C:15]([CH:31]=[CH:32][CH:33]=1)[CH:16]([C:18]1[CH:30]=[CH:29][C:21]([C:22]([N:24]([CH2:27][CH3:28])[CH2:25][CH3:26])=[O:23])=[CH:20][CH:19]=1)O)([C:8]([CH3:11])([CH3:10])[CH3:9])([CH3:7])[CH3:6], predict the reaction product. The product is: [Si:5]([O:12][C:13]1[CH:14]=[C:15]([CH:31]=[CH:32][CH:33]=1)[CH:16]([C:18]1[CH:30]=[CH:29][C:21]([C:22]([N:24]([CH2:27][CH3:28])[CH2:25][CH3:26])=[O:23])=[CH:20][CH:19]=1)[Cl:3])([C:8]([CH3:11])([CH3:10])[CH3:9])([CH3:7])[CH3:6]. (6) Given the reactants [CH3:1][C:2]1[CH:7]=[CH:6][CH:5]=[CH:4][C:3]=1[C:8]1[CH:13]=[CH:12][C:11](/[C:14](/[CH3:18])=[CH:15]/[CH2:16][OH:17])=[CH:10][CH:9]=1.[CH2:19]([O:21][C@@H:22]([CH2:28][C:29]1[CH:34]=[CH:33][C:32](O)=[CH:31][CH:30]=1)[C:23]([O:25][CH2:26][CH3:27])=[O:24])[CH3:20], predict the reaction product. The product is: [CH2:19]([O:21][C@@H:22]([CH2:28][C:29]1[CH:30]=[CH:31][C:32]([O:17][CH2:16]/[CH:15]=[C:14](/[C:11]2[CH:10]=[CH:9][C:8]([C:3]3[CH:4]=[CH:5][CH:6]=[CH:7][C:2]=3[CH3:1])=[CH:13][CH:12]=2)\[CH3:18])=[CH:33][CH:34]=1)[C:23]([O:25][CH2:26][CH3:27])=[O:24])[CH3:20].